From a dataset of Buchwald-Hartwig C-N cross coupling reaction yields with 55,370 reactions. Predict the reaction yield, written as a fraction of the theoretical maximum amount of product (1.0 means a 100% yield; for example, 0.34 means a 34% yield). (1) The product is CCc1ccc(Nc2ccc(C)cc2)cc1. The reactants are CCc1ccc(I)cc1.Cc1ccc(N)cc1.O=S(=O)(O[Pd]1c2ccccc2-c2ccccc2N~1)C(F)(F)F.CC(C)c1cc(C(C)C)c(-c2ccccc2P(C2CCCCC2)C2CCCCC2)c(C(C)C)c1.CN1CCCN2CCCN=C12.CCOC(=O)c1cnoc1C. The yield is 0.310. No catalyst specified. (2) The reactants are COc1ccc(Cl)cc1.Cc1ccc(N)cc1.O=S(=O)(O[Pd]1c2ccccc2-c2ccccc2N~1)C(F)(F)F.CC(C)c1cc(C(C)C)c(-c2ccccc2P(C(C)(C)C)C(C)(C)C)c(C(C)C)c1.CCN=P(N=P(N(C)C)(N(C)C)N(C)C)(N(C)C)N(C)C.CCOC(=O)c1cc(C)on1. No catalyst specified. The product is COc1ccc(Nc2ccc(C)cc2)cc1. The yield is 0.00925.